From a dataset of Full USPTO retrosynthesis dataset with 1.9M reactions from patents (1976-2016). Predict the reactants needed to synthesize the given product. (1) Given the product [CH2:9]([CH:13]1[CH2:18][CH2:17][N:16]([CH2:20][CH2:21][CH2:22][N:23]2[C:28]3[CH:29]=[CH:30][CH:31]=[CH:32][C:27]=3[O:26][CH2:25][C:24]2=[O:33])[CH2:15][CH2:14]1)[CH2:10][CH2:11][CH3:12], predict the reactants needed to synthesize it. The reactants are: [Na+].[I-].C([O-])([O-])=O.[K+].[K+].[CH2:9]([CH:13]1[CH2:18][CH2:17][NH:16][CH2:15][CH2:14]1)[CH2:10][CH2:11][CH3:12].Cl[CH2:20][CH2:21][CH2:22][N:23]1[C:28]2[CH:29]=[CH:30][CH:31]=[CH:32][C:27]=2[O:26][CH2:25][C:24]1=[O:33]. (2) Given the product [N:18]1[NH:19][C:14](=[O:16])[CH2:13][CH:3]2[CH2:4][CH2:5][CH2:6][C:7]3[CH:12]=[CH:11][CH:10]=[CH:9][C:8]=3[C:2]=12, predict the reactants needed to synthesize it. The reactants are: O=[C:2]1[C:8]2[CH:9]=[CH:10][CH:11]=[CH:12][C:7]=2[CH2:6][CH2:5][CH2:4][CH:3]1[CH2:13][C:14]([OH:16])=O.O.[NH2:18][NH2:19].